Dataset: Experimentally validated miRNA-target interactions with 360,000+ pairs, plus equal number of negative samples. Task: Binary Classification. Given a miRNA mature sequence and a target amino acid sequence, predict their likelihood of interaction. (1) The miRNA is hsa-miR-508-5p with sequence UACUCCAGAGGGCGUCACUCAUG. The protein sequence of the target gene is MADEEEDPTFEEENEEIGGGAEGGQGKRKRLFSKELRCMMYGFGDDQNPYTESVDILEDLVIEFITEMTHKAMSIGRQGRVQVEDIVFLIRKDPRKFARVKDLLTMNEELKRARKAFDEANYGS. Result: 1 (interaction). (2) The miRNA is hsa-miR-4770 with sequence UGAGAUGACACUGUAGCU. The protein sequence of the target gene is MSSNGTDAPAEAQAAMEEPVVQPSVVDRVAGLPLISSTYGMVSAAYTSTKENYPHVRTVCDVAEKGVKTLTTAAVSTAQPILSKLEPQIATASEYAHRGLDRLQESLPILQQPTEKVLADTKELVSSTVSGAQEMVSSSVSSAKETVATRVTGAVDVTLGAVQNSVDKTKSAMTSGVQSVMGSRVGQMVISGVDRVLVKSEAWADNRLPLTEAELALIATPPEDSDMASLQQQRQEQNYFVRLGSLSERLRNHAYEHSLGKLQNARQKAQETLQQLTSVLGLMESVKQGVDQRLGEGQEK.... Result: 0 (no interaction).